The task is: Predict the product of the given reaction.. This data is from Forward reaction prediction with 1.9M reactions from USPTO patents (1976-2016). (1) Given the reactants [Al+3].[Cl-].[Cl-].[Cl-].C1(OC)C=CC=CC=1.N(CC1C=CC(OC)=CC=1)=[N+]=[N-].[F:25][C:26]1[C:27](=[O:47])[NH:28][C:29](=[O:46])[N:30]([C@H:32]2[CH2:35][C@@H:34]([CH2:36][CH2:37][O:38]CC3C=CC=CC=3)[CH2:33]2)[CH:31]=1, predict the reaction product. The product is: [F:25][C:26]1[C:27](=[O:47])[NH:28][C:29](=[O:46])[N:30]([C@H:32]2[CH2:35][C@@H:34]([CH2:36][CH2:37][OH:38])[CH2:33]2)[CH:31]=1. (2) Given the reactants [CH3:1][C:2]1([CH3:16])[CH2:7][CH2:6][C:5](OS(C(F)(F)F)(=O)=O)=[CH:4][CH2:3]1.[B:17]1([B:17]2[O:21][C:20]([CH3:23])([CH3:22])[C:19]([CH3:25])([CH3:24])[O:18]2)[O:21][C:20]([CH3:23])([CH3:22])[C:19]([CH3:25])([CH3:24])[O:18]1.C([O-])(=O)C.[K+], predict the reaction product. The product is: [CH3:1][C:2]1([CH3:16])[CH2:7][CH2:6][C:5]([B:17]2[O:21][C:20]([CH3:23])([CH3:22])[C:19]([CH3:25])([CH3:24])[O:18]2)=[CH:4][CH2:3]1. (3) Given the reactants [CH:1]1([N:4]2[CH2:9][CH2:8][N:7]([C:10]3[S:11][C:12]4[CH:18]=[C:17]([CH:19]=O)[CH:16]=[CH:15][C:13]=4[N:14]=3)[CH2:6][CH2:5]2)[CH2:3][CH2:2]1.[NH:21]1[CH2:25][CH2:24][CH2:23][CH2:22]1.C(O)(=O)C.[BH3-]C#N.[Na+], predict the reaction product. The product is: [CH:1]1([N:4]2[CH2:9][CH2:8][N:7]([C:10]3[S:11][C:12]4[CH:18]=[C:17]([CH2:19][N:21]5[CH2:25][CH2:24][CH2:23][CH2:22]5)[CH:16]=[CH:15][C:13]=4[N:14]=3)[CH2:6][CH2:5]2)[CH2:3][CH2:2]1. (4) Given the reactants Cl[C:2]1[CH:3]=[CH:4][C:5]([N+:18]([O-:20])=[O:19])=[C:6]([C:8]2[O:9][C:10]3[CH:16]=[CH:15][CH:14]=[C:13]([F:17])[C:11]=3[N:12]=2)[CH:7]=1.[F:21][C:22]1[CH:27]=[CH:26][C:25]([C:28]2[O:29][C:30]3[CH:40]=[C:39]([N:41]([CH3:46])[S:42]([CH3:45])(=[O:44])=[O:43])[C:38](B4OC(C)(C)C(C)(C)O4)=[CH:37][C:31]=3[C:32]=2[C:33]([NH:35][CH3:36])=[O:34])=[CH:24][CH:23]=1.CC(C1C=C(C(C)C)C(C2C=CC=CC=2P(C2CCCCC2)C2CCCCC2)=C(C(C)C)C=1)C.[O-]P([O-])([O-])=O.[K+].[K+].[K+], predict the reaction product. The product is: [F:17][C:13]1[C:11]2[N:12]=[C:8]([C:6]3[CH:7]=[C:2]([C:38]4[C:39]([N:41]([CH3:46])[S:42]([CH3:45])(=[O:44])=[O:43])=[CH:40][C:30]5[O:29][C:28]([C:25]6[CH:26]=[CH:27][C:22]([F:21])=[CH:23][CH:24]=6)=[C:32]([C:33]([NH:35][CH3:36])=[O:34])[C:31]=5[CH:37]=4)[CH:3]=[CH:4][C:5]=3[N+:18]([O-:20])=[O:19])[O:9][C:10]=2[CH:16]=[CH:15][CH:14]=1. (5) Given the reactants [C:1]([O:5][C:6]([N:8]1[CH2:13][CH2:12][CH:11]([C:14]2[CH:22]=[CH:21][C:17]([C:18](O)=[O:19])=[CH:16][CH:15]=2)[CH2:10][CH2:9]1)=[O:7])([CH3:4])([CH3:3])[CH3:2].O[N:24]1C2C=CC=CC=2N=N1.Cl.C(N=C=NCCCN(C)C)C.O, predict the reaction product. The product is: [NH2:24][C:18]([C:17]1[CH:21]=[CH:22][C:14]([CH:11]2[CH2:12][CH2:13][N:8]([C:6]([O:5][C:1]([CH3:4])([CH3:3])[CH3:2])=[O:7])[CH2:9][CH2:10]2)=[CH:15][CH:16]=1)=[O:19]. (6) Given the reactants [Na].[Cl:2][C:3]1[CH:8]=[CH:7][CH:6]=[C:5]([Cl:9])[C:4]=1[NH:10][C:11]1[CH:16]=[CH:15][CH:14]=[CH:13][C:12]=1[CH2:17][C:18]([O-:20])=O.Cl, predict the reaction product. The product is: [Cl:2][C:3]1[CH:8]=[CH:7][CH:6]=[C:5]([Cl:9])[C:4]=1[N:10]1[C:11]2[C:12](=[CH:13][CH:14]=[CH:15][CH:16]=2)[CH2:17][C:18]1=[O:20]. (7) Given the reactants [CH2:1]([N:8]([CH2:21][C:22]1[CH:40]=[CH:39][C:25]([O:26][C:27]2[CH:32]=[CH:31][C:30]([CH2:33][CH2:34][CH2:35][C:36](O)=[O:37])=[CH:29][CH:28]=2)=[CH:24][CH:23]=1)[C:9]1[CH:14]=[CH:13][CH:12]=[C:11]([NH:15][S:16]([CH3:19])(=[O:18])=[O:17])[C:10]=1[CH3:20])[C:2]1[CH:7]=[CH:6][CH:5]=[CH:4][CH:3]=1.Cl.C[O:43][C:44](=[O:50])[C@@H:45]1[CH2:49][CH2:48][CH2:47][NH:46]1, predict the reaction product. The product is: [CH2:1]([N:8]([CH2:21][C:22]1[CH:23]=[CH:24][C:25]([O:26][C:27]2[CH:28]=[CH:29][C:30]([CH2:33][CH2:34][CH2:35][C:36]([N:46]3[CH2:47][CH2:48][CH2:49][C@H:45]3[C:44]([OH:43])=[O:50])=[O:37])=[CH:31][CH:32]=2)=[CH:39][CH:40]=1)[C:9]1[CH:14]=[CH:13][CH:12]=[C:11]([NH:15][S:16]([CH3:19])(=[O:17])=[O:18])[C:10]=1[CH3:20])[C:2]1[CH:3]=[CH:4][CH:5]=[CH:6][CH:7]=1. (8) Given the reactants [C:1]([C:3]1[CH:11]=[CH:10][C:6]([C:7]([OH:9])=[O:8])=[C:5]([OH:12])[C:4]=1[CH3:13])#[N:2].[Br:14]N1C(=O)CCC1=O.O, predict the reaction product. The product is: [Br:14][C:11]1[C:3]([C:1]#[N:2])=[C:4]([CH3:13])[C:5]([OH:12])=[C:6]([CH:10]=1)[C:7]([OH:9])=[O:8]. (9) The product is: [Mg:1].[C:7]([O-:19])(=[O:18])[CH2:8][C:9]([CH2:14][C:15]([O-:17])=[O:16])([C:11]([O-:13])=[O:12])[OH:10]. Given the reactants [Mg:1].[O-2].[Mg+2].[OH-].[Mg+2].[OH-].[C:7]([O-:19])(=[O:18])[CH2:8][C:9]([CH2:14][C:15]([O-:17])=[O:16])([C:11]([O-:13])=[O:12])[OH:10].[Mg+2].[C:7]([O-:19])(=[O:18])[CH2:8][C:9]([CH2:14][C:15]([O-:17])=[O:16])([C:11]([O-:13])=[O:12])[OH:10].[Mg+2].[Mg+2].C(=O)([O-])[O-].[Mg+2], predict the reaction product.